Task: Predict which catalyst facilitates the given reaction.. Dataset: Catalyst prediction with 721,799 reactions and 888 catalyst types from USPTO (1) Product: [C:17]([C:14]1[CH:13]=[CH:12][N:11]=[C:2]([C:3]([O:5][CH2:6][CH3:7])=[O:4])[CH:8]=1)(=[O:19])[CH3:18]. Reactant: O=[C:2]([CH3:8])[C:3]([O:5][CH2:6][CH3:7])=[O:4].OO.[N:11]1C=C[C:14]([C:17](=[O:19])[CH3:18])=[CH:13][CH:12]=1.OS(O)(=O)=O. The catalyst class is: 34. (2) Reactant: [C:1](=[O:4])([O-])[O-].[K+].[K+].CI.[Br:9][C:10]1[CH:15]=[C:14]([CH2:16][CH3:17])[C:13](O)=[C:12]([Cl:19])[CH:11]=1. Product: [Br:9][C:10]1[CH:15]=[C:14]([CH2:16][CH3:17])[C:13]([O:4][CH3:1])=[C:12]([Cl:19])[CH:11]=1. The catalyst class is: 3. (3) Reactant: C1(C)C=CC(S(O[CH:11]2[CH2:16][CH2:15][N:14]([C:17]3[CH:22]=[CH:21][C:20]([N:23]4[CH2:27][C@H:26]([CH2:28][NH:29][C:30](=[O:32])[CH3:31])[O:25][C:24]4=[O:33])=[CH:19][C:18]=3[F:34])[CH2:13][CH2:12]2)(=O)=O)=CC=1.C([O-])([O-])=O.[K+].[K+].[NH:42]1[CH:46]=[CH:45][N:44]=[N:43]1. Product: [N:42]1[N:43]([CH:11]2[CH2:16][CH2:15][N:14]([C:17]3[CH:22]=[CH:21][C:20]([N:23]4[CH2:27][C@H:26]([CH2:28][NH:29][C:30](=[O:32])[CH3:31])[O:25][C:24]4=[O:33])=[CH:19][C:18]=3[F:34])[CH2:13][CH2:12]2)[N:44]=[CH:45][CH:46]=1. The catalyst class is: 3.